This data is from Skin sensitization/reaction prediction data. The task is: Regression/Classification. Given a drug SMILES string, predict its toxicity properties. Task type varies by dataset: regression for continuous values (e.g., LD50, hERG inhibition percentage) or binary classification for toxic/non-toxic outcomes (e.g., AMES mutagenicity, cardiotoxicity, hepatotoxicity). Dataset: skin_reaction. (1) The molecule is CCCCCCCCCCCCBr. The result is 1 (causes skin reaction). (2) The drug is O=C(O)Cc1ccc(C(=O)O)cc1. The result is 1 (causes skin reaction). (3) The compound is CCCCCCCCCCCCS(=O)(=O)OC. The result is 1 (causes skin reaction). (4) The compound is CC(C)(C)N(CC(=O)c1ccc(O)c(CO)c1)Cc1ccccc1. The result is 1 (causes skin reaction). (5) The drug is FOC1=C2CCC(C2)C1. The result is 1 (causes skin reaction). (6) The drug is C=C1CCC(C(C)C)CC1. The result is 0 (no skin reaction).